Dataset: Forward reaction prediction with 1.9M reactions from USPTO patents (1976-2016). Task: Predict the product of the given reaction. (1) Given the reactants IC1[CH:3]=[C:4]([O:21][C:22]([F:25])([F:24])[F:23])[CH:5]=[C:6]2C=1[O:10][CH:9]([C:12]([F:15])([F:14])[F:13])[C:8]([C:16]([O:18][CH2:19][CH3:20])=[O:17])=[CH:7]2.[CH:26]#[C:27][CH2:28][CH3:29].[C:30]1(C)C=CC=C[CH:31]=1, predict the reaction product. The product is: [C:27]([C:28]1[CH:3]=[C:4]([O:21][C:22]([F:23])([F:24])[F:25])[CH:5]=[C:6]2[C:29]=1[O:10][CH:9]([C:12]([F:15])([F:13])[F:14])[C:8]([C:16]([O:18][CH2:19][CH3:20])=[O:17])=[CH:7]2)#[C:26][CH2:30][CH3:31]. (2) Given the reactants C1(C)C=CC=CC=1P(C1C=CC=CC=1C)C1C=CC=CC=1C.Br[C:24]1[CH:25]=[N:26][CH:27]=[CH:28][CH:29]=1.C(N1CCO[C@H](CC2C=CC=C(CO)C=2)C1)(OC(C)(C)C)=O.[C:52]([N:59]1[CH2:64][CH2:63][O:62][C@H:61]([CH2:65][C:66]2[CH:71]=[CH:70][CH:69]=[C:68]([CH:72]=[CH2:73])[CH:67]=2)[CH2:60]1)([O:54][C:55]([CH3:58])([CH3:57])[CH3:56])=[O:53], predict the reaction product. The product is: [C:52]([N:59]1[CH2:64][CH2:63][O:62][C@H:61]([CH2:65][C:66]2[CH:71]=[CH:70][CH:69]=[C:68]([CH:72]=[CH:73][C:24]3[CH:25]=[N:26][CH:27]=[CH:28][CH:29]=3)[CH:67]=2)[CH2:60]1)([O:54][C:55]([CH3:56])([CH3:58])[CH3:57])=[O:53]. (3) Given the reactants C1COCC1.O.[N:7]([CH2:10][C:11]1([C:23]([F:26])([F:25])[F:24])[C:16]2[CH:17]=[C:18]([Cl:21])[CH:19]=[CH:20][C:15]=2[NH:14][C:13](=[O:22])[O:12]1)=[N+]=[N-].P(OC)(OC)OC, predict the reaction product. The product is: [ClH:21].[Cl:21][C:18]1[CH:19]=[CH:20][C:15]2[NH:14][C:13](=[O:22])[O:12][C:11]([CH2:10][NH2:7])([C:23]([F:25])([F:26])[F:24])[C:16]=2[CH:17]=1. (4) Given the reactants [CH2:1]([C:3]1[S:26][C:6]2[N:7]([CH2:11][C:12]3[CH:17]=[CH:16][C:15]([C:18]4[C:19]([C:24]#[N:25])=[CH:20][CH:21]=[CH:22][CH:23]=4)=[CH:14][CH:13]=3)[C:8](=[O:10])[NH:9][C:5]=2[CH:4]=1)[CH3:2].Br[CH2:28][CH2:29][C:30]1[CH:35]=[CH:34][CH:33]=[CH:32][CH:31]=1.CN(C)C=O.[H-].[Na+], predict the reaction product. The product is: [CH2:1]([C:3]1[S:26][C:6]2[N:7]([CH2:11][C:12]3[CH:17]=[CH:16][C:15]([C:18]4[C:19]([C:24]#[N:25])=[CH:20][CH:21]=[CH:22][CH:23]=4)=[CH:14][CH:13]=3)[C:8](=[O:10])[N:9]([CH2:28][CH2:29][C:30]3[CH:35]=[CH:34][CH:33]=[CH:32][CH:31]=3)[C:5]=2[CH:4]=1)[CH3:2].